Dataset: Full USPTO retrosynthesis dataset with 1.9M reactions from patents (1976-2016). Task: Predict the reactants needed to synthesize the given product. (1) Given the product [CH:36]([N:29]1[C:30]2[N:31]=[CH:32][N:33]=[CH:34][C:35]=2[C:27]([C:25]([C:21]2[CH:20]=[C:19]([NH:18][C:8](=[O:10])[CH:7]([C:1]3[CH:2]=[CH:3][CH:4]=[CH:5][CH:6]=3)[O:11][CH:12]3[CH2:17][CH2:16][CH2:15][CH2:14][O:13]3)[CH:24]=[N:23][CH:22]=2)=[O:26])=[CH:28]1)([CH3:38])[CH3:37], predict the reactants needed to synthesize it. The reactants are: [C:1]1([CH:7]([O:11][CH:12]2[CH2:17][CH2:16][CH2:15][CH2:14][O:13]2)[C:8]([OH:10])=O)[CH:6]=[CH:5][CH:4]=[CH:3][CH:2]=1.[NH2:18][C:19]1[CH:20]=[C:21]([C:25]([C:27]2[C:35]3[CH:34]=[N:33][CH:32]=[N:31][C:30]=3[N:29]([CH:36]([CH3:38])[CH3:37])[CH:28]=2)=[O:26])[CH:22]=[N:23][CH:24]=1. (2) The reactants are: [F:1][C:2]([F:18])([F:17])[C:3]1[CH:8]=[CH:7][C:6]([C:9]2[CH:14]=[CH:13][C:12]([CH:15]=O)=[CH:11][CH:10]=2)=[CH:5][CH:4]=1.[CH2:19]([N:21]([CH2:25][CH3:26])[CH2:22][CH2:23][NH2:24])[CH3:20]. Given the product [CH2:19]([N:21]([CH2:25][CH3:26])[CH2:22][CH2:23][NH:24][CH2:15][C:12]1[CH:13]=[CH:14][C:9]([C:6]2[CH:7]=[CH:8][C:3]([C:2]([F:18])([F:17])[F:1])=[CH:4][CH:5]=2)=[CH:10][CH:11]=1)[CH3:20], predict the reactants needed to synthesize it. (3) Given the product [NH2:7][C:8]1[CH:13]=[CH:12][C:11]([S:14]([NH:15][C:16](=[O:41])[CH:17]=[CH:18][C:19]2[CH:24]=[CH:23][C:22]([C:25]([C:35]3[CH:40]=[CH:39][CH:38]=[CH:37][CH:36]=3)=[C:26]([C:29]3[CH:30]=[CH:31][CH:32]=[CH:33][CH:34]=3)[CH2:27][CH3:28])=[CH:21][CH:20]=2)(=[O:43])=[O:42])=[CH:10][CH:9]=1, predict the reactants needed to synthesize it. The reactants are: C(OC(=O)[NH:7][C:8]1[CH:13]=[CH:12][C:11]([S:14](=[O:43])(=[O:42])[NH:15][C:16](=[O:41])[CH:17]=[CH:18][C:19]2[CH:24]=[CH:23][C:22]([C:25]([C:35]3[CH:40]=[CH:39][CH:38]=[CH:37][CH:36]=3)=[C:26]([C:29]3[CH:34]=[CH:33][CH:32]=[CH:31][CH:30]=3)[CH2:27][CH3:28])=[CH:21][CH:20]=2)=[CH:10][CH:9]=1)(C)(C)C.FC(F)(F)C(O)=O.